Dataset: Peptide-MHC class II binding affinity with 134,281 pairs from IEDB. Task: Regression. Given a peptide amino acid sequence and an MHC pseudo amino acid sequence, predict their binding affinity value. This is MHC class II binding data. The peptide sequence is LQSLGAEIAVEQAAL. The MHC is DRB1_0301 with pseudo-sequence DRB1_0301. The binding affinity (normalized) is 0.175.